Dataset: Reaction yield outcomes from USPTO patents with 853,638 reactions. Task: Predict the reaction yield, written as a fraction of the theoretical maximum amount of product (1.0 means a 100% yield; for example, 0.34 means a 34% yield). (1) The reactants are FC(F)(F)S(O[C:7]1[C:31]([O:32][CH3:33])=[CH:30][C:10]2[C@@H:11]([C:24]3[CH:29]=[CH:28][CH:27]=[CH:26][CH:25]=3)[NH:12][C@@:13]([CH2:20][CH2:21][CH2:22][CH3:23])([CH2:18][CH3:19])[CH2:14][S:15](=[O:17])(=[O:16])[C:9]=2[CH:8]=1)(=O)=O.[CH2:36](N(CC)CC)C.[CH3:43][OH:44].[OH2:45]. The catalyst is CN(C=O)C.CCOCC.C1C=CC(/C=C/C(/C=C/C2C=CC=CC=2)=O)=CC=1.C1C=CC(/C=C/C(/C=C/C2C=CC=CC=2)=O)=CC=1.C1C=CC(/C=C/C(/C=C/C2C=CC=CC=2)=O)=CC=1.[Pd].[Pd].C1C=CC(P(C2C=CC=CC=2)[C-]2C=CC=C2)=CC=1.C1C=CC(P(C2C=CC=CC=2)[C-]2C=CC=C2)=CC=1.[Fe+2]. The product is [CH2:20]([C@@:13]1([CH2:18][CH3:19])[NH:12][C@H:11]([C:24]2[CH:29]=[CH:28][CH:27]=[CH:26][CH:25]=2)[C:10]2[CH:30]=[C:31]([O:32][CH3:33])[C:7]([C:43]([O:45][CH3:36])=[O:44])=[CH:8][C:9]=2[S:15](=[O:16])(=[O:17])[CH2:14]1)[CH2:21][CH2:22][CH3:23]. The yield is 0.910. (2) The reactants are [Cl-].O[NH3+:3].[C:4](=[O:7])([O-])[OH:5].[Na+].CS(C)=O.[CH2:13]([C:15]1[N:16]=[C:17]([CH2:45][CH2:46][CH3:47])[N:18]([CH2:30][C:31]2[CH:36]=[CH:35][C:34]([C:37]3[C:38]([C:43]#[N:44])=[CH:39][CH:40]=[CH:41][CH:42]=3)=[CH:33][CH:32]=2)[C:19](=[O:29])[C:20]=1[O:21][C:22]1[CH:27]=[C:26]([CH3:28])[CH:25]=[CH:24][N:23]=1)[CH3:14]. The catalyst is C(OCC)(=O)C. The product is [CH2:13]([C:15]1[N:16]=[C:17]([CH2:45][CH2:46][CH3:47])[N:18]([CH2:30][C:31]2[CH:36]=[CH:35][C:34]([C:37]3[CH:42]=[CH:41][CH:40]=[CH:39][C:38]=3[C:43]3[NH:3][C:4](=[O:7])[O:5][N:44]=3)=[CH:33][CH:32]=2)[C:19](=[O:29])[C:20]=1[O:21][C:22]1[CH:27]=[C:26]([CH3:28])[CH:25]=[CH:24][N:23]=1)[CH3:14]. The yield is 0.640. (3) The reactants are [NH2:1][C:2]1[C:3]([C:8]([O:10][CH3:11])=[O:9])=[N:4][CH:5]=[CH:6][N:7]=1.[Br:12]N1C(=O)CCC1=O. The catalyst is CC#N. The product is [NH2:1][C:2]1[C:3]([C:8]([O:10][CH3:11])=[O:9])=[N:4][C:5]([Br:12])=[CH:6][N:7]=1. The yield is 0.920. (4) The reactants are [OH-].[K+].C(O)(C)C.Cl[CH2:8][C:9]([N:11]([CH2:15][CH:16]([OH:25])[C:17]1[CH:22]=[CH:21][CH:20]=[C:19]([O:23][CH3:24])[CH:18]=1)[CH2:12][CH2:13][CH3:14])=[O:10]. The catalyst is O. The product is [CH3:24][O:23][C:19]1[CH:18]=[C:17]([CH:16]2[CH2:15][N:11]([CH2:12][CH2:13][CH3:14])[C:9](=[O:10])[CH2:8][O:25]2)[CH:22]=[CH:21][CH:20]=1. The yield is 1.00. (5) The reactants are [F:1][C:2]([CH3:9])([CH3:8])[C:3](=O)[CH2:4][C:5]#[N:6].C(C1C=C(N)[O:15][N:14]=1)(C)C. The product is [F:1][C:2]([C:3]1[CH:4]=[C:5]([NH2:6])[O:15][N:14]=1)([CH3:9])[CH3:8]. No catalyst specified. The yield is 0.710. (6) The reactants are I[C:2]1[C:3]([C:8]([O:10][CH3:11])=[O:9])=[N:4][CH:5]=[CH:6][N:7]=1.Cl[C:13]([F:19])([F:18])C(OC)=O.[F-:20].[K+].C(OCC)C. The catalyst is CN(C=O)C.[Cu](Cl)Cl. The product is [F:18][C:13]([F:19])([F:20])[C:2]1[C:3]([C:8]([O:10][CH3:11])=[O:9])=[N:4][CH:5]=[CH:6][N:7]=1. The yield is 0.410. (7) The reactants are [C:1]([C:5]1[CH:10]=[CH:9][CH:8]=[CH:7][C:6]=1[OH:11])([CH3:4])([CH3:3])[CH3:2].CC(C)([O-])C.[K+].[Cl:18][C:19]1[N:20]=[N:21][C:22]([Cl:27])=[CH:23][C:24]=1[O:25][CH3:26].[Cl-].[NH4+]. The catalyst is CS(C)=O. The product is [C:1]([C:5]1[CH:10]=[CH:9][CH:8]=[CH:7][C:6]=1[O:11][C:19]1[N:20]=[N:21][C:22]([Cl:27])=[CH:23][C:24]=1[O:25][CH3:26])([CH3:4])([CH3:2])[CH3:3].[C:1]([C:5]1[CH:10]=[CH:9][CH:8]=[CH:7][C:6]=1[O:11][C:22]1[N:21]=[N:20][C:19]([Cl:18])=[C:24]([O:25][CH3:26])[CH:23]=1)([CH3:4])([CH3:2])[CH3:3]. The yield is 0.235. (8) The reactants are FC(F)(F)S(O[C:7]1[CH:16]=[CH:15][C:14]2[C:9](=[C:10]([C:17]3[CH:22]=[CH:21][CH:20]=[C:19]([S:23]([CH3:26])(=[O:25])=[O:24])[CH:18]=3)[CH:11]=[CH:12][N:13]=2)[N:8]=1)(=O)=O.[Cl:29][C:30]1[C:35]([NH:36][S:37]([C:40]2[CH:45]=[CH:44][CH:43]=[CH:42][CH:41]=2)(=[O:39])=[O:38])=[CH:34][C:33](B2OC(C)(C)C(C)(C)O2)=[CH:32][N:31]=1.[Cl-].[NH4+]. The catalyst is C(=O)(O)[O-].[Na+].O1CCOCC1.C(OCC)(=O)C.O.ClCCl.C1C=CC([PH+]([C]2[CH][CH][CH][CH]2)C2C=CC=CC=2)=CC=1.C1C=CC([PH+]([C]2[CH][CH][CH][CH]2)C2C=CC=CC=2)=CC=1.C(Cl)Cl.Cl[Pd]Cl.[Fe]. The product is [Cl:29][C:30]1[C:35]([NH:36][S:37]([C:40]2[CH:41]=[CH:42][CH:43]=[CH:44][CH:45]=2)(=[O:39])=[O:38])=[CH:34][C:33]([C:7]2[CH:16]=[CH:15][C:14]3[C:9](=[C:10]([C:17]4[CH:22]=[CH:21][CH:20]=[C:19]([S:23]([CH3:26])(=[O:25])=[O:24])[CH:18]=4)[CH:11]=[CH:12][N:13]=3)[N:8]=2)=[CH:32][N:31]=1. The yield is 0.400.